This data is from Forward reaction prediction with 1.9M reactions from USPTO patents (1976-2016). The task is: Predict the product of the given reaction. (1) Given the reactants [Br:1][C:2]1[CH:8]=[CH:7][C:5](N)=[C:4]([CH3:9])[CH:3]=1.N([O-])=O.[Na+].[K+].C(OC([S-])=[S:19])C.[OH-].[K+].Cl[C:24]1[N:29]=[C:28]([CH3:30])[C:27]([CH:31]=[O:32])=[CH:26][CH:25]=1.C([O-])([O-])=O.[K+].[K+], predict the reaction product. The product is: [Br:1][C:2]1[CH:8]=[CH:7][C:5]([S:19][C:24]2[N:29]=[C:28]([CH3:30])[C:27]([CH:31]=[O:32])=[CH:26][CH:25]=2)=[C:4]([CH3:9])[CH:3]=1. (2) Given the reactants [CH3:1][N:2]1[CH:6]=[CH:5][C:4]([C:7]([OH:9])=O)=[N:3]1.CN(C(ON1N=N[C:20]2[CH:21]=CC=N[C:19]1=2)=[N+](C)C)C.[F:27][P-](F)(F)(F)(F)F.C(N(CC)[CH:38]([CH3:40])[CH3:39])(C)C.[F:43][C:44]1[C:59]([F:60])=[CH:58][C:47]2[NH:48][C:49]([CH2:51][CH:52]3[CH2:57][CH2:56][CH2:55][CH2:54][NH:53]3)=[N:50][C:46]=2[CH:45]=1, predict the reaction product. The product is: [F:43][C:44]1[C:59]([F:60])=[CH:58][C:47]2[NH:48][C:49]([CH2:51][CH:52]3[CH2:57][CH2:56][CH2:55][CH2:54][N:53]3[C:7]([C:4]3[C:5]([C:39]4[CH:38]=[CH:40][C:21]([F:27])=[CH:20][CH:19]=4)=[CH:6][N:2]([CH3:1])[N:3]=3)=[O:9])=[N:50][C:46]=2[CH:45]=1. (3) The product is: [CH3:24][N:7]1[C:2]2[NH:1][C:19]([CH3:18])=[CH:20][C:21](=[O:23])[C:3]=2[C:4](=[O:17])[N:5]([CH2:9][CH2:10][CH2:11][CH2:12][C@H:13]([O:15][CH3:16])[CH3:14])[C:6]1=[O:8]. Given the reactants [NH2:1][C:2]1[NH:7][C:6](=[O:8])[N:5]([CH2:9][CH2:10][CH2:11][CH2:12][C@H:13]([O:15][CH3:16])[CH3:14])[C:4](=[O:17])[CH:3]=1.[CH2:18]=[C:19]1[O:23][C:21](=O)[CH2:20]1.[C:24]1(C=CC(O)=CC=1)O, predict the reaction product.